From a dataset of Full USPTO retrosynthesis dataset with 1.9M reactions from patents (1976-2016). Predict the reactants needed to synthesize the given product. The reactants are: [CH2:1]([O:5][C:6]1[CH:11]=[C:10]([CH2:12][CH2:13][C:14]([O:16][CH3:17])=[O:15])[CH:9]=[CH:8][C:7]=1[C:18]1[CH:23]=[CH:22][CH:21]=[C:20]([CH2:24][NH:25][CH3:26])[CH:19]=1)[CH2:2][CH2:3][CH3:4].[C:27](Cl)(=[O:33])[CH2:28][CH2:29][CH2:30][CH2:31][CH3:32].C(N(CC)CC)C.Cl. Given the product [CH2:1]([O:5][C:6]1[CH:11]=[C:10]([CH2:12][CH2:13][C:14]([O:16][CH3:17])=[O:15])[CH:9]=[CH:8][C:7]=1[C:18]1[CH:23]=[CH:22][CH:21]=[C:20]([CH2:24][N:25]([C:27](=[O:33])[CH2:28][CH2:29][CH2:30][CH2:31][CH3:32])[CH3:26])[CH:19]=1)[CH2:2][CH2:3][CH3:4], predict the reactants needed to synthesize it.